This data is from Full USPTO retrosynthesis dataset with 1.9M reactions from patents (1976-2016). The task is: Predict the reactants needed to synthesize the given product. (1) Given the product [N:56]1[CH:57]=[CH:58][CH:59]=[C:54]([CH2:53][N:51]2[CH:52]=[C:48]([C:2]3[C:10]4[C:5](=[N:6][CH:7]=[C:8]([C:11]5[CH:16]=[CH:15][C:14]([N:17]6[CH2:22][CH2:21][N:20]([C:23]([O:25][C:26]([CH3:29])([CH3:28])[CH3:27])=[O:24])[CH2:19][CH2:18]6)=[CH:13][CH:12]=5)[CH:9]=4)[N:4]([S:30]([C:33]4[CH:39]=[CH:38][C:36]([CH3:37])=[CH:35][CH:34]=4)(=[O:32])=[O:31])[CH:3]=3)[CH:49]=[N:50]2)[CH:55]=1, predict the reactants needed to synthesize it. The reactants are: I[C:2]1[C:10]2[C:5](=[N:6][CH:7]=[C:8]([C:11]3[CH:16]=[CH:15][C:14]([N:17]4[CH2:22][CH2:21][N:20]([C:23]([O:25][C:26]([CH3:29])([CH3:28])[CH3:27])=[O:24])[CH2:19][CH2:18]4)=[CH:13][CH:12]=3)[CH:9]=2)[N:4]([S:30]([C:33]2[CH:39]=[CH:38][C:36]([CH3:37])=[CH:35][CH:34]=2)(=[O:32])=[O:31])[CH:3]=1.CC1(C)C(C)(C)OB([C:48]2[CH:49]=[N:50][N:51]([CH2:53][C:54]3[CH:55]=[N:56][CH:57]=[CH:58][CH:59]=3)[CH:52]=2)O1.C(=O)([O-])[O-].[Na+].[Na+]. (2) Given the product [Cl:15][C:12]1[CH:13]=[CH:14][C:9]([CH2:8][N:5]2[CH:6]=[N:7][C:2]([O:29][CH:26]3[CH2:27][CH2:28][N:24]([C:21]4[CH:22]=[CH:23][C:18]([F:17])=[CH:19][CH:20]=4)[CH2:25]3)=[N:3][C:4]2=[O:16])=[CH:10][CH:11]=1, predict the reactants needed to synthesize it. The reactants are: Cl[C:2]1[N:7]=[CH:6][N:5]([CH2:8][C:9]2[CH:14]=[CH:13][C:12]([Cl:15])=[CH:11][CH:10]=2)[C:4](=[O:16])[N:3]=1.[F:17][C:18]1[CH:23]=[CH:22][C:21]([N:24]2[CH2:28][CH2:27][CH:26]([OH:29])[CH2:25]2)=[CH:20][CH:19]=1. (3) Given the product [CH3:1][O:2][C:3]([C:4]1([C:6]([F:9])([F:8])[F:7])[CH2:5][CH2:13][N:14]([CH2:20][C:21]2[CH:22]=[CH:23][CH:24]=[CH:25][CH:26]=2)[CH2:15]1)=[O:10], predict the reactants needed to synthesize it. The reactants are: [CH3:1][O:2][C:3](=[O:10])[C:4]([C:6]([F:9])([F:8])[F:7])=[CH2:5].O([CH2:13][N:14]([CH2:20][C:21]1[CH:26]=[CH:25][CH:24]=[CH:23][CH:22]=1)[CH2:15][Si](C)(C)C)C.FC(F)(F)C(O)=O.